Dataset: Peptide-MHC class I binding affinity with 185,985 pairs from IEDB/IMGT. Task: Regression. Given a peptide amino acid sequence and an MHC pseudo amino acid sequence, predict their binding affinity value. This is MHC class I binding data. (1) The peptide sequence is SYLRRTQSM. The MHC is HLA-A23:01 with pseudo-sequence HLA-A23:01. The binding affinity (normalized) is 0.739. (2) The peptide sequence is ELEPSLATFI. The MHC is HLA-A02:01 with pseudo-sequence HLA-A02:01. The binding affinity (normalized) is 0.139. (3) The peptide sequence is ALEQYGIENT. The MHC is HLA-A02:06 with pseudo-sequence HLA-A02:06. The binding affinity (normalized) is 0.340. (4) The peptide sequence is TTAEFTVPK. The MHC is HLA-A68:02 with pseudo-sequence HLA-A68:02. The binding affinity (normalized) is 0.435.